From a dataset of Reaction yield outcomes from USPTO patents with 853,638 reactions. Predict the reaction yield, written as a fraction of the theoretical maximum amount of product (1.0 means a 100% yield; for example, 0.34 means a 34% yield). (1) The reactants are N(OCCC(C)C)=O.N[C:10]1[C:11]([N+:32]([O-:34])=[O:33])=[C:12]2[C:17](=[C:18]([CH3:21])[C:19]=1[F:20])[N:16]([C@@H:22]1[CH2:24][C@@H:23]1[F:25])[CH:15]=[C:14]([C:26]([O:28][CH2:29][CH3:30])=[O:27])[C:13]2=[O:31].O.C(Cl)(Cl)Cl. The catalyst is CN(C)C=O. The product is [F:20][C:19]1[C:18]([CH3:21])=[C:17]2[C:12]([C:13](=[O:31])[C:14]([C:26]([O:28][CH2:29][CH3:30])=[O:27])=[CH:15][N:16]2[C@@H:22]2[CH2:24][C@@H:23]2[F:25])=[C:11]([N+:32]([O-:34])=[O:33])[CH:10]=1. The yield is 0.610. (2) The yield is 1.00. The product is [CH3:13][N:14]1[CH2:19][CH2:18][N:17]([CH2:4][C:3]2[CH:6]=[CH:7][CH:8]=[C:9]([N+:10]([O-:12])=[O:11])[C:2]=2[CH3:1])[CH2:16][CH2:15]1. The reactants are [CH3:1][C:2]1[C:9]([N+:10]([O-:12])=[O:11])=[CH:8][CH:7]=[CH:6][C:3]=1[CH:4]=O.[CH3:13][N:14]1[CH2:19][CH2:18][NH:17][CH2:16][CH2:15]1.CC(O)=O.C(O[BH-](OC(=O)C)OC(=O)C)(=O)C.[Na+]. The catalyst is ClCCCl. (3) The reactants are [F:1][C:2]1[CH:3]=[C:4]([CH:11]([CH2:15][CH:16]([CH3:18])[CH3:17])[C:12]([OH:14])=[O:13])[CH:5]=[CH:6][C:7]=1[N+:8]([O-:10])=[O:9].OS(O)(=O)=O.[CH3:24][CH2:25]O. No catalyst specified. The product is [CH2:24]([O:13][C:12](=[O:14])[CH:11]([C:4]1[CH:5]=[CH:6][C:7]([N+:8]([O-:10])=[O:9])=[C:2]([F:1])[CH:3]=1)[CH2:15][CH:16]([CH3:18])[CH3:17])[CH3:25]. The yield is 0.970. (4) The reactants are [CH:1]1[C:10]2[C:5](=[C:6]([NH:11][C:12](=[O:14])[CH3:13])[CH:7]=[CH:8][CH:9]=2)[CH:4]=[CH:3][N:2]=1.[OH-].[Na+]. No catalyst specified. The product is [CH:1]1[C:10]2[CH2:9][CH2:8][CH2:7][CH:6]([NH:11][C:12](=[O:14])[CH3:13])[C:5]=2[CH:4]=[CH:3][N:2]=1. The yield is 0.450. (5) The reactants are C([C:5]1[C:6]([O:14][CH3:15])=[C:7]([NH2:13])[CH:8]=[C:9]([I:12])[C:10]=1[Cl:11])(C)(C)C.Br[CH:17]([CH3:22])[C:18]([O:20][CH3:21])=[O:19].C([O-])([O-])=O.[K+].[K+]. The catalyst is CN(C=O)C. The product is [Cl:11][C:10]1[C:9]([I:12])=[CH:8][C:7]([NH:13][CH:17]([CH3:22])[C:18]([O:20][CH3:21])=[O:19])=[C:6]([O:14][CH3:15])[CH:5]=1. The yield is 0.430. (6) The reactants are [Cl-].O[NH3+:3].[C:4](=[O:7])([O-])[OH:5].[Na+].CS(C)=O.[CH2:13]([C:15]1[S:51][C:18]2[N:19]([CH2:36][C:37]3[CH:42]=[CH:41][C:40]([C:43]4[C:44]([C:49]#[N:50])=[CH:45][CH:46]=[CH:47][CH:48]=4)=[CH:39][CH:38]=3)[C:20](=[O:35])[N:21]([CH2:24][C:25]([C:27]3[CH:32]=[CH:31][C:30]([O:33][CH3:34])=[CH:29][CH:28]=3)=[O:26])[C:22](=[O:23])[C:17]=2[CH:16]=1)[CH3:14]. The catalyst is C(Cl)(Cl)Cl. The product is [CH2:13]([C:15]1[S:51][C:18]2[N:19]([CH2:36][C:37]3[CH:42]=[CH:41][C:40]([C:43]4[CH:48]=[CH:47][CH:46]=[CH:45][C:44]=4[C:49]4[NH:3][C:4](=[O:7])[O:5][N:50]=4)=[CH:39][CH:38]=3)[C:20](=[O:35])[N:21]([CH2:24][C:25]([C:27]3[CH:28]=[CH:29][C:30]([O:33][CH3:34])=[CH:31][CH:32]=3)=[O:26])[C:22](=[O:23])[C:17]=2[CH:16]=1)[CH3:14]. The yield is 0.170.